From a dataset of Peptide-MHC class I binding affinity with 185,985 pairs from IEDB/IMGT. Regression. Given a peptide amino acid sequence and an MHC pseudo amino acid sequence, predict their binding affinity value. This is MHC class I binding data. (1) The peptide sequence is AAVDLSHFL. The MHC is HLA-A02:01 with pseudo-sequence HLA-A02:01. The binding affinity (normalized) is 0.395. (2) The peptide sequence is KMIEEGDIHW. The MHC is Mamu-B17 with pseudo-sequence Mamu-B17. The binding affinity (normalized) is 0.436. (3) The peptide sequence is RYSHWTKL. The MHC is HLA-B40:02 with pseudo-sequence HLA-B40:02. The binding affinity (normalized) is 0.0847. (4) The peptide sequence is NSDPEFNVL. The binding affinity (normalized) is 0.0847. The MHC is HLA-A26:01 with pseudo-sequence HLA-A26:01. (5) The peptide sequence is FIYFGKKQY. The MHC is HLA-B39:01 with pseudo-sequence HLA-B39:01. The binding affinity (normalized) is 0.0847. (6) The peptide sequence is TPREAPYEL. The MHC is HLA-A02:16 with pseudo-sequence HLA-A02:16. The binding affinity (normalized) is 0.0847. (7) The peptide sequence is MDSNTVSSF. The MHC is HLA-B35:01 with pseudo-sequence HLA-B35:01. The binding affinity (normalized) is 0.